This data is from NCI-60 drug combinations with 297,098 pairs across 59 cell lines. The task is: Regression. Given two drug SMILES strings and cell line genomic features, predict the synergy score measuring deviation from expected non-interaction effect. (1) Drug 1: CC1=CC=C(C=C1)C2=CC(=NN2C3=CC=C(C=C3)S(=O)(=O)N)C(F)(F)F. Drug 2: C1=NC2=C(N=C(N=C2N1C3C(C(C(O3)CO)O)F)Cl)N. Cell line: NCI-H460. Synergy scores: CSS=-2.03, Synergy_ZIP=1.11, Synergy_Bliss=-0.687, Synergy_Loewe=-1.05, Synergy_HSA=-2.39. (2) Drug 1: C(=O)(N)NO. Drug 2: CNC(=O)C1=NC=CC(=C1)OC2=CC=C(C=C2)NC(=O)NC3=CC(=C(C=C3)Cl)C(F)(F)F. Cell line: MOLT-4. Synergy scores: CSS=8.74, Synergy_ZIP=-2.98, Synergy_Bliss=2.15, Synergy_Loewe=-0.379, Synergy_HSA=0.0976. (3) Drug 1: CC12CCC3C(C1CCC2O)C(CC4=C3C=CC(=C4)O)CCCCCCCCCS(=O)CCCC(C(F)(F)F)(F)F. Drug 2: CC1CCCC2(C(O2)CC(NC(=O)CC(C(C(=O)C(C1O)C)(C)C)O)C(=CC3=CSC(=N3)C)C)C. Cell line: SW-620. Synergy scores: CSS=54.3, Synergy_ZIP=5.53, Synergy_Bliss=2.44, Synergy_Loewe=-26.1, Synergy_HSA=0.821. (4) Drug 1: COC1=C(C=C2C(=C1)N=CN=C2NC3=CC(=C(C=C3)F)Cl)OCCCN4CCOCC4. Drug 2: CC1=CC2C(CCC3(C2CCC3(C(=O)C)OC(=O)C)C)C4(C1=CC(=O)CC4)C. Cell line: MOLT-4. Synergy scores: CSS=23.3, Synergy_ZIP=1.77, Synergy_Bliss=1.44, Synergy_Loewe=-9.15, Synergy_HSA=4.12.